From a dataset of Full USPTO retrosynthesis dataset with 1.9M reactions from patents (1976-2016). Predict the reactants needed to synthesize the given product. (1) Given the product [N:18]1([CH:24]2[CH2:29][CH2:28][N:27]([C:2]3[C:3]([N+:9]([O-:11])=[O:10])=[C:4]([CH:6]=[CH:7][CH:8]=3)[NH2:5])[CH2:26][CH2:25]2)[CH2:23][CH2:22][CH2:21][CH2:20][CH2:19]1, predict the reactants needed to synthesize it. The reactants are: Cl[C:2]1[C:3]([N+:9]([O-:11])=[O:10])=[C:4]([CH:6]=[CH:7][CH:8]=1)[NH2:5].C(=O)([O-])[O-].[K+].[K+].[N:18]1([CH:24]2[CH2:29][CH2:28][NH:27][CH2:26][CH2:25]2)[CH2:23][CH2:22][CH2:21][CH2:20][CH2:19]1. (2) Given the product [CH3:30][C:24]1[CH:25]=[C:26]([CH3:29])[CH:27]=[CH:28][C:23]=1[N:20]1[CH2:21][CH2:22][N:17]([C:15]([C:12]2[N:13]=[CH:14][C:9]([N:4]3[CH2:5][CH2:6][N:2]([CH3:1])[C:3]3=[O:7])=[CH:10][CH:11]=2)=[O:16])[CH2:18][CH2:19]1, predict the reactants needed to synthesize it. The reactants are: [CH3:1][N:2]1[CH2:6][CH2:5][NH:4][C:3]1=[O:7].Br[C:9]1[CH:10]=[CH:11][C:12]([C:15]([N:17]2[CH2:22][CH2:21][N:20]([C:23]3[CH:28]=[CH:27][C:26]([CH3:29])=[CH:25][C:24]=3[CH3:30])[CH2:19][CH2:18]2)=[O:16])=[N:13][CH:14]=1. (3) Given the product [CH:1]([C:4]1[CH:9]=[CH:8][C:7]([S:10]([NH:13][C:14]2[CH:15]=[N:16][C:17]3[CH2:18][CH2:19][CH2:20][CH:21]([NH:24][CH2:25][CH2:26][CH3:27])[C:22]=3[CH:23]=2)(=[O:12])=[O:11])=[CH:6][CH:5]=1)([CH3:3])[CH3:2], predict the reactants needed to synthesize it. The reactants are: [CH:1]([C:4]1[CH:9]=[CH:8][C:7]([S:10]([NH:13][C:14]2[CH:15]=[N:16][C:17]3[CH2:18][CH2:19][CH2:20][CH:21]([NH:24][C:25](=O)[CH2:26][CH3:27])[C:22]=3[CH:23]=2)(=[O:12])=[O:11])=[CH:6][CH:5]=1)([CH3:3])[CH3:2].B.C1COCC1. (4) Given the product [CH3:1][C:2]1[N:3]=[C:4]([NH:12][C:13](=[O:15])[CH3:14])[S:5][C:6]=1[C:7]1[CH:11]=[N:10][N:9]([C:56]([N:53]2[CH2:54][CH2:55][N:50]([CH3:49])[CH2:51][CH2:52]2)=[O:57])[CH:8]=1, predict the reactants needed to synthesize it. The reactants are: [CH3:1][C:2]1[N:3]=[C:4]([NH:12][C:13](=[O:15])[CH3:14])[S:5][C:6]=1[C:7]1[CH:8]=[N:9][NH:10][CH:11]=1.C(N1C=C(C2SC(NC(=O)C)=NC=2C)C=N1)C1C=CC=CC=1.N12CCCN=C1CCCCC2.[CH3:49][N:50]1[CH2:55][CH2:54][N:53]([C:56](Cl)=[O:57])[CH2:52][CH2:51]1. (5) The reactants are: [O:1]1[C:5]2([CH2:10][CH2:9][NH:8][CH2:7][CH2:6]2)[O:4][CH2:3][CH2:2]1.C(N(C(C)C)CC)(C)C.F[C:21]1[CH:26]=[CH:25][C:24]([N+:27]([O-:29])=[O:28])=[CH:23][CH:22]=1. Given the product [CH2:3]1[O:4][C:5]2([CH2:10][CH2:9][N:8]([C:21]3[CH:26]=[CH:25][C:24]([N+:27]([O-:29])=[O:28])=[CH:23][CH:22]=3)[CH2:7][CH2:6]2)[O:1][CH2:2]1, predict the reactants needed to synthesize it. (6) Given the product [NH2:25][C:13]1[CH:12]=[C:11]([O:10][CH:8]([C:5]2[CH:6]=[CH:7][CH:2]=[CH:3][CH:4]=2)[CH3:9])[CH:16]=[CH:15][C:14]=1[S:17][C:18]1[CH:19]=[CH:20][C:21]([OH:24])=[CH:22][CH:23]=1, predict the reactants needed to synthesize it. The reactants are: Br[C:2]1[CH:7]=[CH:6][C:5]([CH:8]([O:10][C:11]2[CH:16]=[CH:15][C:14]([S:17][C:18]3[CH:23]=[CH:22][C:21]([OH:24])=[CH:20][CH:19]=3)=[C:13]([N+:25]([O-])=O)[CH:12]=2)[CH3:9])=[CH:4][CH:3]=1.[NH4+].[Cl-]. (7) Given the product [NH2:18][C:10]1[O:11][C@H:12]([C:14]([F:16])([F:17])[F:15])[CH2:13][C@:8]([C:6]2[CH:7]=[C:2]([NH:1][C:30]([C:23]3[C:22]([Cl:21])=[CH:26][N:25]([CH:27]([F:29])[F:28])[N:24]=3)=[O:31])[CH:3]=[CH:4][C:5]=2[F:20])([CH3:19])[N:9]=1, predict the reactants needed to synthesize it. The reactants are: [NH2:1][C:2]1[CH:3]=[CH:4][C:5]([F:20])=[C:6]([C@:8]2([CH3:19])[CH2:13][C@@H:12]([C:14]([F:17])([F:16])[F:15])[O:11][C:10]([NH2:18])=[N:9]2)[CH:7]=1.[Cl:21][C:22]1[C:23]([C:30](O)=[O:31])=[N:24][N:25]([CH:27]([F:29])[F:28])[CH:26]=1.